From a dataset of Reaction yield outcomes from USPTO patents with 853,638 reactions. Predict the reaction yield, written as a fraction of the theoretical maximum amount of product (1.0 means a 100% yield; for example, 0.34 means a 34% yield). (1) The reactants are [CH3:1][S:2]([C:5]1[CH:6]=[C:7]2[C:12](=[CH:13][CH:14]=1)[NH:11][CH:10]([C:15]1[CH:20]=[CH:19][CH:18]=[C:17]([N+:21]([O-:23])=[O:22])[CH:16]=1)[C:9]([CH3:25])([CH3:24])[CH:8]2O)(=[O:4])=[O:3].C([SiH](CC)CC)C. The catalyst is FC(F)(F)C(O)=O. The product is [CH3:1][S:2]([C:5]1[CH:6]=[C:7]2[C:12](=[CH:13][CH:14]=1)[NH:11][CH:10]([C:15]1[CH:20]=[CH:19][CH:18]=[C:17]([N+:21]([O-:23])=[O:22])[CH:16]=1)[C:9]([CH3:25])([CH3:24])[CH2:8]2)(=[O:3])=[O:4]. The yield is 0.160. (2) The reactants are [NH2:1][C:2]1[N:7]=[CH:6][N:5]=[C:4]2[N:8]([CH:12]([C:14]3[CH:21]=[C:20]([Cl:22])[C:17]([C:18]#[N:19])=[C:16]([CH:23]4[CH2:26][NH:25][CH2:24]4)[C:15]=3[O:27][CH3:28])[CH3:13])[N:9]=[C:10]([CH3:11])[C:3]=12.C(N(CC)CC)C.[N:36]([C:39]([CH3:42])([CH3:41])[CH3:40])=[C:37]=[O:38]. The catalyst is CN(C)C=O.CO. The product is [NH2:1][C:2]1[N:7]=[CH:6][N:5]=[C:4]2[N:8]([CH:12]([C:14]3[C:15]([O:27][CH3:28])=[C:16]([CH:23]4[CH2:24][N:25]([C:37]([NH:36][C:39]([CH3:42])([CH3:41])[CH3:40])=[O:38])[CH2:26]4)[C:17]([C:18]#[N:19])=[C:20]([Cl:22])[CH:21]=3)[CH3:13])[N:9]=[C:10]([CH3:11])[C:3]=12. The yield is 0.640. (3) The reactants are [H-].[Na+].[F:3][C:4]([F:8])([F:7])[CH2:5][OH:6].[F:9][C:10]1[C:11]([C:17]#[N:18])=[N:12][CH:13]=[C:14](F)[CH:15]=1.O. The catalyst is CN(C)P(=O)(N(C)C)N(C)C. The product is [F:9][C:10]1[C:11]([C:17]#[N:18])=[N:12][CH:13]=[C:14]([O:6][CH2:5][C:4]([F:8])([F:7])[F:3])[CH:15]=1. The yield is 0.250. (4) The catalyst is C1COCC1. The product is [CH3:31][C:28]1[N:29]=[CH:30][N:26]([C:18]2[CH:17]=[CH:22][C:21]([N+:23]([O-:25])=[O:24])=[CH:20][C:19]=2[O:14][CH2:13][CH2:12][CH2:11][CH2:10][NH:9][C:8](=[O:15])[O:7][C:3]([CH3:6])([CH3:4])[CH3:5])[N:27]=1. The reactants are [H-].[Na+].[C:3]([O:7][C:8](=[O:15])[NH:9][CH2:10][CH2:11][CH2:12][CH2:13][OH:14])([CH3:6])([CH3:5])[CH3:4].F[C:17]1[CH:22]=[C:21]([N+:23]([O-:25])=[O:24])[CH:20]=[CH:19][C:18]=1[N:26]1[CH:30]=[N:29][C:28]([CH3:31])=[N:27]1. The yield is 0.990. (5) The reactants are [CH:1]([O:4][C:5]1[N:10]=[C:9]([C:11](O)=[O:12])[CH:8]=[CH:7][C:6]=1[N+:14]([O-])=O)([CH3:3])[CH3:2].C(Cl)(C(Cl)=O)=O.[NH2:23][C:24]1[CH:25]=[CH:26][C:27]([C:34]([NH:36][C:37]2[CH:38]=[CH:39][C:40]([C:47]([NH:49][C:50]3[CH:51]=[CH:52][C:53]([C:60]([O:62][CH3:63])=[O:61])=[N:54][C:55]=3[O:56][CH:57]([CH3:59])[CH3:58])=[O:48])=[N:41][C:42]=2[O:43][CH:44]([CH3:46])[CH3:45])=[O:35])=[N:28][C:29]=1[O:30][CH:31]([CH3:33])[CH3:32].CCN(C(C)C)C(C)C. The catalyst is C(Cl)Cl.CN(C=O)C. The product is [NH2:14][C:6]1[CH:7]=[CH:8][C:9]([C:11]([NH:23][C:24]2[CH:25]=[CH:26][C:27]([C:34]([NH:36][C:37]3[CH:38]=[CH:39][C:40]([C:47]([NH:49][C:50]4[CH:51]=[CH:52][C:53]([C:60]([O:62][CH3:63])=[O:61])=[N:54][C:55]=4[O:56][CH:57]([CH3:59])[CH3:58])=[O:48])=[N:41][C:42]=3[O:43][CH:44]([CH3:46])[CH3:45])=[O:35])=[N:28][C:29]=2[O:30][CH:31]([CH3:32])[CH3:33])=[O:12])=[N:10][C:5]=1[O:4][CH:1]([CH3:3])[CH3:2]. The yield is 0.920.